From a dataset of Forward reaction prediction with 1.9M reactions from USPTO patents (1976-2016). Predict the product of the given reaction. (1) Given the reactants [F:1][C:2]([F:28])([F:27])[C@@H:3]([C:6]1[CH:11]=[CH:10][C:9]([N:12]2[CH2:25][CH2:24][C:14]3([CH2:23][CH2:22][C:17]4(OCC[O:18]4)[CH2:16][CH2:15]3)[C:13]2=[O:26])=[CH:8][CH:7]=1)[O:4][CH3:5].Cl.C([O-])([O-])=O.[Na+].[Na+], predict the reaction product. The product is: [F:28][C:2]([F:1])([F:27])[C@@H:3]([C:6]1[CH:7]=[CH:8][C:9]([N:12]2[CH2:25][CH2:24][C:14]3([CH2:23][CH2:22][C:17](=[O:18])[CH2:16][CH2:15]3)[C:13]2=[O:26])=[CH:10][CH:11]=1)[O:4][CH3:5]. (2) Given the reactants C[O:2][C:3]1[CH:10]=[CH:9][CH:8]=[C:7]([F:11])[C:4]=1[C:5]#[N:6].Cl.N1C=CC=CC=1, predict the reaction product. The product is: [F:11][C:7]1[C:4]([C:5]#[N:6])=[C:3]([OH:2])[CH:10]=[CH:9][CH:8]=1. (3) Given the reactants [OH-].[K+].[NH:3]1[CH:7]=[CH:6][CH:5]=[CH:4]1.Br[CH2:9][C:10]([O:12]CC)=[O:11].Cl, predict the reaction product. The product is: [N:3]1([CH2:9][C:10]([OH:12])=[O:11])[CH:7]=[CH:6][CH:5]=[CH:4]1. (4) Given the reactants N1[C:5]2=[N:6][CH:7]=N[CH:9]=[C:4]2[C:3](=O)N=1.[CH3:11][N:12](P(N(C)C)(N(C)C)=O)[CH3:13].[CH2:22]1[C:27](=O)[N:26](Br)[C:24](=[O:25])[CH2:23]1.[Li+].[Br-], predict the reaction product. The product is: [NH:6]1[CH2:5][CH2:4][O:25][CH2:24][CH2:7]1.[CH2:24]([NH2:26])[CH2:23][CH2:22][CH3:27].[NH:12]1[CH2:13][CH2:9][CH2:4][CH2:3][CH2:11]1. (5) Given the reactants [CH:1]1([C:4]#[C:5][C:6]2[S:10][C:9]([C:11]([O:13]C)=[O:12])=[C:8]([N:15]([C:25]([C@H:27]3[CH2:32][CH2:31][C@H:30]([CH3:33])[CH2:29][CH2:28]3)=[O:26])[CH2:16][C:17]([N:19]3[CH2:24][CH2:23][O:22][CH2:21][CH2:20]3)=[O:18])[CH:7]=2)[CH2:3][CH2:2]1.O[Li].O.Cl, predict the reaction product. The product is: [CH:1]1([C:4]#[C:5][C:6]2[S:10][C:9]([C:11]([OH:13])=[O:12])=[C:8]([N:15]([C:25]([C@H:27]3[CH2:32][CH2:31][C@H:30]([CH3:33])[CH2:29][CH2:28]3)=[O:26])[CH2:16][C:17]([N:19]3[CH2:24][CH2:23][O:22][CH2:21][CH2:20]3)=[O:18])[CH:7]=2)[CH2:2][CH2:3]1. (6) Given the reactants [F:1][C:2]1[CH:7]=[CH:6][CH:5]=[CH:4][C:3]=1[C:8]1[O:12][C:11]([C:13]2[C:14]([NH2:34])=[N:15][CH:16]=[C:17]([C:19]3[CH:24]=[CH:23][C:22]([S:25]([CH:28]4[CH2:33]COC[CH2:29]4)(=[O:27])=[O:26])=[CH:21][CH:20]=3)[N:18]=2)=[N:10][N:9]=1.N[C:36]1[N:37]=[CH:38]C(C2C=CC(S(C(C)CCO)(=O)=O)=CC=2)=NC=1C1OC(C2C=CC=CC=2F)=NN=1.CN(C)CCC(S(C1C=CC(C2N=C(C3OC(C4C=CC=CC=4F)=NN=3)C(N)=NC=2)=CC=1)(=O)=O)C.FC1C=CC=CC=1C1OC(C2C(N)=NC=C(C3C=CC(S(C4CCOC4)(=O)=O)=CC=3)N=2)=NN=1, predict the reaction product. The product is: [CH3:36][N:37]([CH3:38])[CH2:29][CH:28]([S:25]([C:22]1[CH:23]=[CH:24][C:19]([C:17]2[N:18]=[C:13]([C:11]3[O:12][C:8]([C:3]4[CH:4]=[CH:5][CH:6]=[CH:7][C:2]=4[F:1])=[N:9][N:10]=3)[C:14]([NH2:34])=[N:15][CH:16]=2)=[CH:20][CH:21]=1)(=[O:27])=[O:26])[CH3:33]. (7) Given the reactants C(O/[CH:4]=[C:5](/[C:11](=O)[C:12]([F:15])([F:14])[F:13])\[C:6]([O:8][CH2:9][CH3:10])=[O:7])C.Cl.[NH:18]([C:20]1[CH:27]=[CH:26][C:23]([C:24]#[N:25])=[CH:22][CH:21]=1)[NH2:19], predict the reaction product. The product is: [C:24]([C:23]1[CH:26]=[CH:27][C:20]([N:18]2[C:11]([C:12]([F:13])([F:14])[F:15])=[C:5]([C:6]([O:8][CH2:9][CH3:10])=[O:7])[CH:4]=[N:19]2)=[CH:21][CH:22]=1)#[N:25]. (8) Given the reactants C([O-])([O-])=O.[K+].[K+].[Na+].[I-].Cl[CH2:10][CH2:11][CH2:12][CH2:13][CH2:14][C:15]([C:17]1[CH:22]=[CH:21][CH:20]=[CH:19][C:18]=1[F:23])=[O:16].[CH3:24][CH:25]([CH3:41])[C:26]([NH:28][C:29]1[CH:34]=[CH:33][CH:32]=[C:31]([CH:35]2[CH2:40][CH2:39][NH:38][CH2:37][CH2:36]2)[CH:30]=1)=[O:27], predict the reaction product. The product is: [F:23][C:18]1[CH:19]=[CH:20][CH:21]=[CH:22][C:17]=1[C:15](=[O:16])[CH2:14][CH2:13][CH2:12][CH2:11][CH2:10][N:38]1[CH2:39][CH2:40][CH:35]([C:31]2[CH:30]=[C:29]([NH:28][C:26](=[O:27])[CH:25]([CH3:24])[CH3:41])[CH:34]=[CH:33][CH:32]=2)[CH2:36][CH2:37]1. (9) Given the reactants [NH2:1][C:2]1[CH:3]=[CH:4][C:5]([F:18])=[C:6]([C@:8]2([CH3:17])[C:13]([F:15])([F:14])[CH2:12][O:11][C:10]([NH2:16])=[N:9]2)[CH:7]=1.[Cl:19][C:20]1[C:21]([C:26](O)=[O:27])=[N:22][N:23]([CH3:25])[CH:24]=1, predict the reaction product. The product is: [NH2:16][C:10]1[O:11][CH2:12][C:13]([F:14])([F:15])[C@:8]([C:6]2[CH:7]=[C:2]([NH:1][C:26]([C:21]3[C:20]([Cl:19])=[CH:24][N:23]([CH3:25])[N:22]=3)=[O:27])[CH:3]=[CH:4][C:5]=2[F:18])([CH3:17])[N:9]=1. (10) Given the reactants [Cl:1][CH2:2][CH2:3][CH2:4][CH2:5][C:6]([NH:8][C:9]1[CH:10]=[N:11][C:12]2[C:17]([C:18]=1Cl)=[CH:16][CH:15]=[CH:14][CH:13]=2)=O.Cl.C([O:28][NH2:29])C1C=CC=CC=1, predict the reaction product. The product is: [Cl:1][CH2:2][CH2:3][CH2:4][CH2:5][C:6]1[N:29]([OH:28])[C:18]2[C:17]3[CH:16]=[CH:15][CH:14]=[CH:13][C:12]=3[N:11]=[CH:10][C:9]=2[N:8]=1.